From a dataset of Full USPTO retrosynthesis dataset with 1.9M reactions from patents (1976-2016). Predict the reactants needed to synthesize the given product. (1) Given the product [N:30]1([C:2]2[N:7]=[CH:6][C:5]([CH2:8][N:9]3[C:18]4[CH:17]=[CH:16][CH:15]=[CH:14][C:13]=4[C:12]4=[N:19][N:20]([C:23]5[CH:28]=[CH:27][CH:26]=[CH:25][C:24]=5[CH3:29])[C:21](=[O:22])[C:11]4=[N:10]3)=[CH:4][CH:3]=2)[CH:34]=[CH:33][N:32]=[CH:31]1, predict the reactants needed to synthesize it. The reactants are: Br[C:2]1[N:7]=[CH:6][C:5]([CH2:8][N:9]2[C:18]3[CH:17]=[CH:16][CH:15]=[CH:14][C:13]=3[C:12]3=[N:19][N:20]([C:23]4[CH:28]=[CH:27][CH:26]=[CH:25][C:24]=4[CH3:29])[C:21](=[O:22])[C:11]3=[N:10]2)=[CH:4][CH:3]=1.[NH:30]1[CH:34]=[CH:33][N:32]=[CH:31]1.CN[C@@H]1CCCC[C@H]1NC.P([O-])([O-])([O-])=O.[K+].[K+].[K+]. (2) Given the product [F:1][CH2:2][O:3][C:4]1[CH:13]=[CH:12][C:7]([CH2:8][OH:9])=[CH:6][C:5]=1[C:14]([F:15])([F:16])[F:17], predict the reactants needed to synthesize it. The reactants are: [F:1][CH2:2][O:3][C:4]1[CH:13]=[CH:12][C:7]([C:8](OC)=[O:9])=[CH:6][C:5]=1[C:14]([F:17])([F:16])[F:15].[H-].[H-].[H-].[H-].[Li+].[Al+3].